Dataset: Forward reaction prediction with 1.9M reactions from USPTO patents (1976-2016). Task: Predict the product of the given reaction. (1) Given the reactants [CH2:1]([N:8]([CH2:23][C:24]1[CH:29]=[CH:28][CH:27]=[CH:26][CH:25]=1)[CH2:9][CH2:10][O:11][CH2:12][CH2:13][CH2:14][O:15][Si](C(C)(C)C)(C)C)[C:2]1[CH:7]=[CH:6][CH:5]=[CH:4][CH:3]=1.[F-].C([N+](CCCC)(CCCC)CCCC)CCC, predict the reaction product. The product is: [CH2:23]([N:8]([CH2:1][C:2]1[CH:3]=[CH:4][CH:5]=[CH:6][CH:7]=1)[CH2:9][CH2:10][O:11][CH2:12][CH2:13][CH2:14][OH:15])[C:24]1[CH:25]=[CH:26][CH:27]=[CH:28][CH:29]=1. (2) Given the reactants [Cl:1][C:2]1[C:3]([NH:17][CH2:18][C@H:19]2[CH2:24][CH2:23]CCN2C(=O)C=C)=[N:4][C:5]([NH:8][C:9]2[CH:10]=[N:11][N:12]([CH2:14][CH2:15][OH:16])[CH:13]=2)=[N:6][CH:7]=1.[NH2:29][C:30]1C=NN(CCO)C=1, predict the reaction product. The product is: [Cl:1][C:2]1[C:3]([NH:17][CH2:18][C@@H:19]2[CH2:24][CH2:23][NH:29][CH2:30]2)=[N:4][C:5]([NH:8][C:9]2[CH:10]=[N:11][N:12]([CH2:14][CH2:15][OH:16])[CH:13]=2)=[N:6][CH:7]=1. (3) Given the reactants [C:1]([O:5][C:6]([N:8]1[CH2:13][CH2:12][C:11](=O)[CH2:10][CH2:9]1)=[O:7])([CH3:4])([CH3:3])[CH3:2].[CH2:15]([NH2:18])[CH:16]=[CH2:17].C(O)(=O)C.C(O[BH-](OC(=O)C)OC(=O)C)(=O)C.[Na+], predict the reaction product. The product is: [C:1]([O:5][C:6]([N:8]1[CH2:13][CH2:12][CH:11]([NH:18][CH2:15][CH:16]=[CH2:17])[CH2:10][CH2:9]1)=[O:7])([CH3:4])([CH3:3])[CH3:2]. (4) Given the reactants [CH2:1]([C:8]1[O:12][C:11]([C:13]([OH:15])=O)=[N:10][N:9]=1)[C:2]1[CH:7]=[CH:6][CH:5]=[CH:4][CH:3]=1.[C:16]([O:20][C:21](=[O:33])[NH:22][C:23]1[CH:28]=[C:27]([CH3:29])[C:26]([CH2:30][NH2:31])=[C:25]([CH3:32])[N:24]=1)([CH3:19])([CH3:18])[CH3:17].CN(C(ON1N=NC2C=CC=NC1=2)=[N+](C)C)C.F[P-](F)(F)(F)(F)F.CCN(C(C)C)C(C)C, predict the reaction product. The product is: [C:16]([O:20][C:21](=[O:33])[NH:22][C:23]1[CH:28]=[C:27]([CH3:29])[C:26]([CH2:30][NH:31][C:13]([C:11]2[O:12][C:8]([CH2:1][C:2]3[CH:3]=[CH:4][CH:5]=[CH:6][CH:7]=3)=[N:9][N:10]=2)=[O:15])=[C:25]([CH3:32])[N:24]=1)([CH3:19])([CH3:18])[CH3:17]. (5) Given the reactants [F:1][C:2]1[CH:8]=[CH:7][C:5]([NH2:6])=[CH:4][CH:3]=1.[CH3:9][C:10]1([CH3:18])[O:15][C:14](=[O:16])[CH2:13][C:12](=[O:17])[O:11]1.[CH3:19]OC(OC)OC, predict the reaction product. The product is: [F:1][C:2]1[CH:8]=[CH:7][C:5]([NH:6][CH:19]=[C:13]2[C:14](=[O:16])[O:15][C:10]([CH3:18])([CH3:9])[O:11][C:12]2=[O:17])=[CH:4][CH:3]=1. (6) Given the reactants [Si:1]([O:8][C@@H:9]([CH2:13][O:14][CH:15]([CH3:17])[CH3:16])[C:10]([OH:12])=O)([C:4]([CH3:7])([CH3:6])[CH3:5])([CH3:3])[CH3:2].[CH3:18][C:19]1[CH:20]=[CH:21][C:22]([NH2:25])=[N:23][CH:24]=1, predict the reaction product. The product is: [Si:1]([O:8][C@@H:9]([CH2:13][O:14][CH:15]([CH3:17])[CH3:16])[C:10]([NH:25][C:22]1[CH:21]=[CH:20][C:19]([CH3:18])=[CH:24][N:23]=1)=[O:12])([C:4]([CH3:5])([CH3:6])[CH3:7])([CH3:2])[CH3:3]. (7) The product is: [N:31]1[CH:32]=[CH:33][CH:28]=[CH:29][C:30]=1[C:22]1[CH:23]=[CH:17][N:19]=[CH:20][CH:21]=1. Given the reactants COC(OC)CC(OC)OC.C(N[C:17]([NH:19][CH2:20][CH2:21][CH2:22][CH3:23])=O)CCC.Cl.C([C:28]1[CH:33]=[CH:32][N:31]=[CH:30][CH:29]=1)(=O)C.N1C=CC=CC=1.C(O)=O.C([O-])=O.[NH4+].[OH-].[Na+], predict the reaction product. (8) Given the reactants C([O:5]C([NH:8][C@@H:9]([CH:53]([CH3:55])[CH3:54])[C:10]([O:12][CH2:13][C:14]([N:16]1[CH2:21][CH2:20][N:19]([CH2:22][C:23]2[CH:24]=[N:25][C:26]([C:29]3[S:37][C:36]4[C:31](=[N:32][CH:33]=[CH:34][C:35]=4[O:38][C:39]4[CH:44]=[CH:43][C:42]([NH:45][C:46]([NH:48][CH:49]5[CH2:51][CH2:50]5)=[O:47])=[CH:41][C:40]=4[F:52])[CH:30]=3)=[CH:27][CH:28]=2)[CH2:18][CH2:17]1)=[O:15])=[O:11])=O)(C)(C)C.Cl, predict the reaction product. The product is: [OH-:5].[NH4+:8].[NH2:8][C@@H:9]([CH:53]([CH3:55])[CH3:54])[C:10]([O:12][CH2:13][C:14]([N:16]1[CH2:21][CH2:20][N:19]([CH2:22][C:23]2[CH:24]=[N:25][C:26]([C:29]3[S:37][C:36]4[C:31](=[N:32][CH:33]=[CH:34][C:35]=4[O:38][C:39]4[CH:44]=[CH:43][C:42]([NH:45][C:46]([NH:48][CH:49]5[CH2:50][CH2:51]5)=[O:47])=[CH:41][C:40]=4[F:52])[CH:30]=3)=[CH:27][CH:28]=2)[CH2:18][CH2:17]1)=[O:15])=[O:11].